Task: Regression/Classification. Given a drug SMILES string, predict its absorption, distribution, metabolism, or excretion properties. Task type varies by dataset: regression for continuous measurements (e.g., permeability, clearance, half-life) or binary classification for categorical outcomes (e.g., BBB penetration, CYP inhibition). Dataset: cyp2d6_veith.. Dataset: CYP2D6 inhibition data for predicting drug metabolism from PubChem BioAssay (1) The molecule is CCCCN(C(=S)Nc1ccccc1)C1CCS(=O)(=O)C1. The result is 0 (non-inhibitor). (2) The molecule is Cc1noc(C)c1C(=O)N1CCC2(CCCN(c3ncccn3)C2)CC1. The result is 0 (non-inhibitor). (3) The compound is COc1cccc(Nc2ncc3nc(-c4cc(F)cc(F)c4)c(=O)n(CCC#N)c3n2)c1. The result is 0 (non-inhibitor). (4) The drug is O=C(Oc1ccccc1)N1CCC[C@@]2(CCN(c3ccccc3)C2)C1. The result is 0 (non-inhibitor). (5) The molecule is OC(Cn1c2ccccc2c2ccccc21)C[n+]1cccc2ccccc21.[O-][Cl+3]([O-])([O-])[O-]. The result is 1 (inhibitor). (6) The result is 0 (non-inhibitor). The drug is CN1CCN(NC(=O)c2ccccc2F)CC1. (7) The compound is CCCCC/C=C\C[C@H](O)/C=C\c1cccc(C[C@H](O)CCCCO)n1. The result is 0 (non-inhibitor). (8) The result is 0 (non-inhibitor). The molecule is CC(CP(=O)(O)O)NC(=O)Cc1ccccc1. (9) The molecule is COc1ccccc1CN1CCC2(CC1)CCN(C(=O)c1cccn1C)CC2. The result is 1 (inhibitor). (10) The compound is CN1CCc2c(c3c(n2C)CCN(C)[C@H]3c2ccccc2F)[C@@H]1c1ccccc1F.Cl. The result is 0 (non-inhibitor).